Task: Predict the reactants needed to synthesize the given product.. Dataset: Full USPTO retrosynthesis dataset with 1.9M reactions from patents (1976-2016) (1) Given the product [CH:1]1([NH:4][C:5]([C:7]2[N:8]=[N:9][N:10]([C:13]3[CH:18]=[CH:17][C:16]([C:19]([NH:21][CH2:22][CH3:23])=[O:20])=[CH:15][C:14]=3[O:24][CH2:26][CH2:27][CH2:28][CH2:29][CH2:30][F:31])[C:11]=2[CH3:12])=[O:6])[CH2:3][CH2:2]1, predict the reactants needed to synthesize it. The reactants are: [CH:1]1([NH:4][C:5]([C:7]2[N:8]=[N:9][N:10]([C:13]3[CH:18]=[CH:17][C:16]([C:19]([NH:21][CH2:22][CH3:23])=[O:20])=[CH:15][C:14]=3[OH:24])[C:11]=2[CH3:12])=[O:6])[CH2:3][CH2:2]1.Br[CH2:26][CH2:27][CH2:28][CH2:29][CH2:30][F:31].C(=O)([O-])[O-].[K+].[K+].O. (2) Given the product [O:2]=[C:1]1[C:8](=[CH:9][O-:10])[CH2:5][CH2:4][O:3]1.[Na+:13], predict the reactants needed to synthesize it. The reactants are: [CH:1]([O:3][CH2:4][CH3:5])=[O:2].C1(=O)[O:10][CH2:9][CH2:8]C1.[H-].[Na+:13].CO. (3) Given the product [C:14]([O:13][C:12]([N:11]([C:9]1[N:10]=[C:5]2[CH:4]=[CH:3][C:2]([F:1])=[CH:7][N:6]2[C:8]=1[CH3:19])[S:23]([C:26]1[CH:27]=[CH:28][C:29]([C:30]([O:32][CH3:33])=[O:31])=[CH:34][CH:35]=1)(=[O:25])=[O:24])=[O:18])([CH3:15])([CH3:16])[CH3:17], predict the reactants needed to synthesize it. The reactants are: [F:1][C:2]1[CH:3]=[CH:4][C:5]2[N:6]([C:8]([CH3:19])=[C:9]([NH:11][C:12](=[O:18])[O:13][C:14]([CH3:17])([CH3:16])[CH3:15])[N:10]=2)[CH:7]=1.[H-].[Na+].Cl[S:23]([C:26]1[CH:35]=[CH:34][C:29]([C:30]([O:32][CH3:33])=[O:31])=[CH:28][CH:27]=1)(=[O:25])=[O:24].C([O-])(O)=O.[Na+]. (4) Given the product [CH2:32]([C:34]1[CH:35]=[C:36]([CH:46]=[CH:47][CH:48]=1)[O:37][C:38]1[CH:45]=[CH:44][C:41]([CH2:42][NH:43][C:4](=[O:6])[C:3]2[CH:7]=[CH:8][CH:9]=[N:10][C:2]=2[NH2:1])=[CH:40][CH:39]=1)[CH3:33], predict the reactants needed to synthesize it. The reactants are: [NH2:1][C:2]1[N:10]=[CH:9][CH:8]=[CH:7][C:3]=1[C:4]([OH:6])=O.ON1C2C=CC=CC=2N=N1.CCN=C=NCCCN(C)C.[CH2:32]([C:34]1[CH:35]=[C:36]([CH:46]=[CH:47][CH:48]=1)[O:37][C:38]1[CH:45]=[CH:44][C:41]([CH2:42][NH2:43])=[CH:40][CH:39]=1)[CH3:33].C(=O)(O)[O-].[Na+]. (5) Given the product [F:17][C:2]1([F:1])[CH2:3][CH:4]([NH:6][C:7]2[N:15]=[CH:14][C:13]([F:16])=[CH:12][C:8]=2[C:9]([NH:49][C:50]([CH3:55])([CH2:53][CH3:54])[C:51]#[CH:52])=[O:11])[CH2:5]1, predict the reactants needed to synthesize it. The reactants are: [F:1][C:2]1([F:17])[CH2:5][CH:4]([NH:6][C:7]2[N:15]=[CH:14][C:13]([F:16])=[CH:12][C:8]=2[C:9]([OH:11])=O)[CH2:3]1.CCN=C=NCCCN(C)C.C1C=CC2N(O)N=NC=2C=1.CCN(C(C)C)C(C)C.Cl.[NH2:49][C:50]([CH3:55])([CH2:53][CH3:54])[C:51]#[CH:52]. (6) The reactants are: [Cl:1][CH2:2][CH2:3][CH2:4][O:5][C:6]1[CH:13]=[CH:12][C:9]([CH2:10]O)=[CH:8][CH:7]=1.S(Br)([Br:16])=O. Given the product [Cl:1][CH2:2][CH2:3][CH2:4][O:5][C:6]1[CH:13]=[CH:12][C:9]([CH2:10][Br:16])=[CH:8][CH:7]=1, predict the reactants needed to synthesize it. (7) The reactants are: [C:1]([C:4]1[CH:28]=[CH:27][C:7]([O:8][CH2:9][C:10]2[CH:15]=[CH:14][C:13]([CH:16](O)[C:17]3[CH:18]=[C:19]([CH:23]=[CH:24][CH:25]=3)[C:20]([OH:22])=[O:21])=[CH:12][CH:11]=2)=[C:6]([CH3:29])[C:5]=1[OH:30])(=[O:3])[CH3:2].C([SiH](CC)CC)C.B(F)(F)F.CCOCC.ClCCl. Given the product [C:1]([C:4]1[CH:28]=[CH:27][C:7]([O:8][CH2:9][C:10]2[CH:11]=[CH:12][C:13]([CH2:16][C:17]3[CH:18]=[C:19]([CH:23]=[CH:24][CH:25]=3)[C:20]([OH:22])=[O:21])=[CH:14][CH:15]=2)=[C:6]([CH3:29])[C:5]=1[OH:30])(=[O:3])[CH3:2], predict the reactants needed to synthesize it. (8) Given the product [CH2:15]([N:22]1[C:11]2[CH2:10][CH2:9][NH:8][CH2:13][C:12]=2[C:30]([C:27]2[CH:28]=[CH:29][C:24]([Cl:23])=[CH:25][CH:26]=2)=[CH:31]1)[C:16]1[CH:21]=[CH:20][CH:19]=[CH:18][CH:17]=1, predict the reactants needed to synthesize it. The reactants are: C(OC([N:8]1[CH2:13][CH2:12][C:11](=O)[CH2:10][CH2:9]1)=O)(C)(C)C.[CH2:15]([NH2:22])[C:16]1[CH:21]=[CH:20][CH:19]=[CH:18][CH:17]=1.[Cl:23][C:24]1[CH:29]=[CH:28][C:27]([CH:30]=[CH:31][N+]([O-])=O)=[CH:26][CH:25]=1. (9) Given the product [Cl:22][C:23]1[CH:24]=[CH:25][C:26]([S:29]([N:32]2[CH2:37][CH2:36][N:35]([C:6]3[CH:11]=[CH:10][CH:9]=[CH:8][CH:7]=3)[CH:34]([C:38]([N:40]3[CH2:41][CH2:42][N:43]([C:46]4[CH:51]=[C:50]([CH3:52])[CH:49]=[CH:48][C:47]=4[CH3:53])[CH2:44][CH2:45]3)=[O:39])[CH2:33]2)(=[O:30])=[O:31])=[CH:27][CH:28]=1, predict the reactants needed to synthesize it. The reactants are: C(P(C(C)(C)C)[C:6]1[CH:11]=[CH:10][CH:9]=[CH:8][C:7]=1[C:6]1[CH:11]=[CH:10][CH:9]=[CH:8][CH:7]=1)(C)(C)C.[Cl:22][C:23]1[CH:28]=[CH:27][C:26]([S:29]([N:32]2[CH2:37][CH2:36][NH:35][CH:34]([C:38]([N:40]3[CH2:45][CH2:44][N:43]([C:46]4[CH:51]=[C:50]([CH3:52])[CH:49]=[CH:48][C:47]=4[CH3:53])[CH2:42][CH2:41]3)=[O:39])[CH2:33]2)(=[O:31])=[O:30])=[CH:25][CH:24]=1.Cl.ClC1C=CC(S(N2CCNC(C(N3CCN(C4C=C(C)C=CC=4C)CC3)=O)C2)(=O)=O)=CC=1.BrC1C=CC=CC=1.C([O-])(O)=O.[Na+].